From a dataset of Forward reaction prediction with 1.9M reactions from USPTO patents (1976-2016). Predict the product of the given reaction. (1) Given the reactants [Cl:1][CH2:2][C:3](Cl)=[O:4].[F:6][C:7]1[C:8]([CH3:14])=[C:9]([CH:11]=[CH:12][CH:13]=1)[NH2:10].C(=O)(O)[O-].[Na+], predict the reaction product. The product is: [Cl:1][CH2:2][C:3]([NH:10][C:9]1[CH:11]=[CH:12][CH:13]=[C:7]([F:6])[C:8]=1[CH3:14])=[O:4]. (2) Given the reactants [ClH:1].ONC(C1(S(C2C=CC(C3C=CC(CCC(F)(F)C(F)(F)F)=CC=3)=CC=2)(=O)=O)CCN(CCOC)CC1)=O.O1CCCCC1[O:46][NH:47][C:48]([C:50]1([S:59]([C:62]2[CH:67]=[CH:66][C:65]([C:68]3[CH:73]=[CH:72][C:71]([CH2:74][CH2:75][C:76]([F:82])([F:81])[C:77]([F:80])([F:79])[F:78])=[CH:70][CH:69]=3)=[CH:64][CH:63]=2)(=[O:61])=[O:60])[CH2:55][CH2:54][N:53]([CH:56]2[CH2:58][CH2:57]2)[CH2:52][CH2:51]1)=[O:49].C(O)C.Cl, predict the reaction product. The product is: [ClH:1].[CH:56]1([N:53]2[CH2:52][CH2:51][C:50]([S:59]([C:62]3[CH:63]=[CH:64][C:65]([C:68]4[CH:73]=[CH:72][C:71]([CH2:74][CH2:75][C:76]([F:82])([F:81])[C:77]([F:78])([F:79])[F:80])=[CH:70][CH:69]=4)=[CH:66][CH:67]=3)(=[O:61])=[O:60])([C:48]([NH:47][OH:46])=[O:49])[CH2:55][CH2:54]2)[CH2:57][CH2:58]1. (3) Given the reactants COC1C=CC(C[N:8](CC2C=CC(OC)=CC=2)[C:9]2[N:14]=[C:13]([C:15]3[C:16]([NH:27][C:28]4[CH:29]=[N:30][C:31]([O:34][CH3:35])=[CH:32][CH:33]=4)=[N:17][CH:18]=[C:19]([C:21]4[CH:26]=[CH:25][N:24]=[N:23][CH:22]=4)[CH:20]=3)[N:12]=[C:11]([CH3:36])[N:10]=2)=CC=1, predict the reaction product. The product is: [CH3:35][O:34][C:31]1[N:30]=[CH:29][C:28]([NH:27][C:16]2[C:15]([C:13]3[N:12]=[C:11]([CH3:36])[N:10]=[C:9]([NH2:8])[N:14]=3)=[CH:20][C:19]([C:21]3[CH:26]=[CH:25][N:24]=[N:23][CH:22]=3)=[CH:18][N:17]=2)=[CH:33][CH:32]=1. (4) Given the reactants [F:1][C:2]1[CH:7]=[CH:6][CH:5]=[C:4]([F:8])[C:3]=1[S:9](Cl)(=[O:11])=[O:10].[CH3:13][N:14]1[CH2:19][CH2:18][CH:17]([C:20]2[C:28]3[C:23](=[CH:24][CH:25]=[C:26]([OH:29])[CH:27]=3)[NH:22][CH:21]=2)[CH2:16][CH2:15]1.[OH-].[Na+], predict the reaction product. The product is: [CH3:13][N:14]1[CH2:19][CH2:18][CH:17]([C:20]2[C:28]3[C:23](=[CH:24][CH:25]=[C:26]([O:29][S:9]([C:3]4[C:4]([F:8])=[CH:5][CH:6]=[CH:7][C:2]=4[F:1])(=[O:11])=[O:10])[CH:27]=3)[NH:22][CH:21]=2)[CH2:16][CH2:15]1. (5) The product is: [Cl:26][C:25]1[CH:24]=[CH:23][C:4]([O:5][CH:6]2[CH2:11][CH2:10][N:9]([S:12]([C:15]3[C:16]([CH3:22])=[N:17][NH:18][C:19]=3[CH3:20])(=[O:14])=[O:13])[CH2:8][CH2:7]2)=[C:3]([F:53])[CH:2]=1. Given the reactants Cl[C:2]1[CH:3]=[C:4]([CH:23]=[CH:24][C:25]=1[Cl:26])[O:5][CH:6]1[CH2:11][CH2:10][N:9]([S:12]([C:15]2[C:16]([CH3:22])=[N:17][N:18](C)[C:19]=2[CH3:20])(=[O:14])=[O:13])[CH2:8][CH2:7]1.CC1C(S(Cl)(=O)=O)=C(C)NN=1.Cl.ClC1C=CC(OC2CCNCC2)=C([F:53])C=1, predict the reaction product. (6) Given the reactants [N+:1]([C:4]1[CH:23]=[C:22]([C:24]2[C:29]([I:30])=[C:28]([N:31]([CH3:35])[C:32](=[O:34])[CH3:33])[C:27]([I:36])=[C:26]([N:37]([CH3:41])[C:38](=[O:40])[CH3:39])[C:25]=2[I:42])[CH:21]=[C:20]([N+:43]([O-])=O)[C:5]=1[C:6]([C:8]1([O:17][C@H:16]([CH2:18][OH:19])[C@@H:14]([OH:15])[C@H:12]([OH:13])[C@H:10]1[NH2:11])[OH:9])=[O:7])([O-])=O.[H][H], predict the reaction product. The product is: [NH2:43][C:20]1[CH:21]=[C:22]([C:24]2[C:25]([I:42])=[C:26]([N:37]([CH3:41])[C:38](=[O:40])[CH3:39])[C:27]([I:36])=[C:28]([N:31]([CH3:35])[C:32](=[O:34])[CH3:33])[C:29]=2[I:30])[CH:23]=[C:4]([NH2:1])[C:5]=1[C:6]([C:8]1([O:17][C@H:16]([CH2:18][OH:19])[C@@H:14]([OH:15])[C@H:12]([OH:13])[C@H:10]1[NH2:11])[OH:9])=[O:7]. (7) Given the reactants [CH3:1][C:2]1[CH:25]=[CH:24][CH:23]=[C:22]([CH3:26])[C:3]=1[CH2:4][NH:5][C:6]1[C:14]2[N:13]=[C:12]([CH2:15][O:16][CH3:17])[N:11]([CH3:18])[C:10]=2[CH:9]=[C:8]([C:19](O)=[O:20])[CH:7]=1.[CH3:27][NH:28][CH3:29].O, predict the reaction product. The product is: [CH3:27][N:28]([CH3:29])[C:19]([C:8]1[CH:7]=[C:6]([NH:5][CH2:4][C:3]2[C:2]([CH3:1])=[CH:25][CH:24]=[CH:23][C:22]=2[CH3:26])[C:14]2[N:13]=[C:12]([CH2:15][O:16][CH3:17])[N:11]([CH3:18])[C:10]=2[CH:9]=1)=[O:20].